From a dataset of Reaction yield outcomes from USPTO patents with 853,638 reactions. Predict the reaction yield, written as a fraction of the theoretical maximum amount of product (1.0 means a 100% yield; for example, 0.34 means a 34% yield). (1) The reactants are C(N(C(C)C)CC)(C)C.[NH2:10][C:11]1[CH:26]=[CH:25][C:24]([Cl:27])=[CH:23][C:12]=1[C:13]([NH:15][CH2:16][CH:17]1[CH2:22][CH2:21][CH2:20][CH2:19][CH2:18]1)=[O:14].[O:28]([C:30]1[C:38]([O:39][CH3:40])=[CH:37][CH:36]=[CH:35][C:31]=1[C:32](O)=[O:33])[CH3:29].CN(C(ON1N=NC2C=CC=NC1=2)=[N+](C)C)C.F[P-](F)(F)(F)(F)F. No catalyst specified. The product is [Cl:27][C:24]1[CH:25]=[CH:26][C:11]([NH:10][C:32](=[O:33])[C:31]2[CH:35]=[CH:36][CH:37]=[C:38]([O:39][CH3:40])[C:30]=2[O:28][CH3:29])=[C:12]([C:13]([NH:15][CH2:16][CH:17]2[CH2:22][CH2:21][CH2:20][CH2:19][CH2:18]2)=[O:14])[CH:23]=1. The yield is 0.250. (2) The reactants are [OH:1][N:2]([CH3:13])[C:3](=[NH:12])[C:4]1[CH:9]=[CH:8][CH:7]=[CH:6][C:5]=1[O:10][CH3:11].[C:14]([C:21]([O:23][CH2:24][CH3:25])=[O:22])#[C:15][C:16]([O:18][CH2:19][CH3:20])=[O:17]. The catalyst is C(O)C. The product is [CH2:24]([O:23][C:21]([C:14]1([CH2:15][C:16]([O:18][CH2:19][CH3:20])=[O:17])[O:1][N:2]([CH3:13])[C:3]([C:4]2[CH:9]=[CH:8][CH:7]=[CH:6][C:5]=2[O:10][CH3:11])=[N:12]1)=[O:22])[CH3:25]. The yield is 0.700. (3) The reactants are [NH2:1][C:2]1[CH:3]=[C:4]([C:9]2[S:31][C:12]3=[N:13][C:14]([N:18]4[CH2:23][CH2:22][N:21](C(OC(C)(C)C)=O)[CH2:20][CH2:19]4)=[CH:15][C:16](=[O:17])[N:11]3[N:10]=2)[CH:5]=[C:6]([Br:8])[CH:7]=1.[NH:32](C(OC(C)(C)C)=O)[CH2:33][C:34](O)=[O:35].CN(C(ON1N=NC2C=CC=NC1=2)=[N+](C)C)C.F[P-](F)(F)(F)(F)F.CCN(C(C)C)C(C)C. The catalyst is CN(C=O)C.CCOC(C)=O. The product is [NH2:32][CH2:33][C:34]([NH:1][C:2]1[CH:3]=[C:4]([C:9]2[S:31][C:12]3=[N:13][C:14]([N:18]4[CH2:19][CH2:20][NH:21][CH2:22][CH2:23]4)=[CH:15][C:16](=[O:17])[N:11]3[N:10]=2)[CH:5]=[C:6]([Br:8])[CH:7]=1)=[O:35]. The yield is 0.840. (4) The reactants are [C:1]([C:3]1[CH:4]=[C:5](B(O)O)[CH:6]=[CH:7][CH:8]=1)#[N:2].I[C:13]1[C:21]2[C:16](=[N:17][CH:18]=[N:19][C:20]=2[NH2:22])[N:15]([CH:23]([CH3:25])[CH3:24])[N:14]=1.C([O-])([O-])=O.[Na+].[Na+]. The catalyst is CCO.COCCOC.C1C=CC([P]([Pd]([P](C2C=CC=CC=2)(C2C=CC=CC=2)C2C=CC=CC=2)([P](C2C=CC=CC=2)(C2C=CC=CC=2)C2C=CC=CC=2)[P](C2C=CC=CC=2)(C2C=CC=CC=2)C2C=CC=CC=2)(C2C=CC=CC=2)C2C=CC=CC=2)=CC=1. The product is [NH2:22][C:20]1[N:19]=[CH:18][N:17]=[C:16]2[N:15]([CH:23]([CH3:25])[CH3:24])[N:14]=[C:13]([C:7]3[CH:8]=[C:3]([CH:4]=[CH:5][CH:6]=3)[C:1]#[N:2])[C:21]=12. The yield is 0.410. (5) The product is [F:14][C:15]1[CH:20]=[C:19]([N+:21]([O-:23])=[O:22])[CH:18]=[CH:17][C:16]=1[O:24][CH:2]1[C:7]2=[C:8]([CH:11]([CH3:13])[CH3:12])[CH:9]=[CH:10][N:6]2[N:5]=[CH:4][NH:3]1. The catalyst is CC#N. The yield is 0.790. The reactants are Cl[C:2]1[C:7]2=[C:8]([CH:11]([CH3:13])[CH3:12])[CH:9]=[CH:10][N:6]2[N:5]=[CH:4][N:3]=1.[F:14][C:15]1[CH:20]=[C:19]([N+:21]([O-:23])=[O:22])[CH:18]=[CH:17][C:16]=1[OH:24].C1N2CCN(CC2)C1. (6) The reactants are [S:1]1[CH:5]=[CH:4][C:3]([N:6]2[C:14]3[C:9](=[CH:10][CH:11]=[CH:12][CH:13]=3)[C:8](=O)[C:7]2=[O:16])=[CH:2]1.[F:17][C:18]([F:27])([F:26])[C:19]1[CH:20]=[C:21]([CH:23]=[CH:24][CH:25]=1)[NH2:22]. No catalyst specified. The product is [S:1]1[CH:5]=[CH:4][C:3]([N:6]2[C:14]3[C:9](=[CH:10][CH:11]=[CH:12][CH:13]=3)[C:8](=[N:22][C:21]3[CH:23]=[CH:24][CH:25]=[C:19]([C:18]([F:17])([F:26])[F:27])[CH:20]=3)[C:7]2=[O:16])=[CH:2]1. The yield is 0.220. (7) The reactants are N1([CH2:10][NH:11][C:12]2[CH:17]=[CH:16][C:15]([O:18][CH2:19][C:20]3[CH:25]=[CH:24][CH:23]=[CH:22][CH:21]=3)=[CH:14][C:13]=2[F:26])C2C=CC=CC=2N=N1.[BH4-].[Na+].O.C(OCC)(=O)C.O1CCCC1. The catalyst is CN(C)C=O.CO.C(O)C. The product is [CH3:10][NH:11][C:12]1[CH:17]=[CH:16][C:15]([O:18][CH2:19][C:20]2[CH:21]=[CH:22][CH:23]=[CH:24][CH:25]=2)=[CH:14][C:13]=1[F:26]. The yield is 0.649.